Dataset: Catalyst prediction with 721,799 reactions and 888 catalyst types from USPTO. Task: Predict which catalyst facilitates the given reaction. (1) Reactant: [C:1]([C:5]1[CH:10]=[CH:9][CH:8]=[CH:7][CH:6]=1)(=[O:4])[CH2:2][CH3:3].[C:11]([Mg]Br)#[CH:12].Cl.C(OCC)C. Product: [C:5]1([C:1]([OH:4])([CH2:11][CH3:12])[C:2]#[CH:3])[CH:10]=[CH:9][CH:8]=[CH:7][CH:6]=1. The catalyst class is: 1. (2) Reactant: [CH:1]1([CH2:4][N:5]([C@@H:13]2[CH2:15][C@H:14]2[C:16]2[CH:21]=[CH:20][C:19]([F:22])=[C:18]([C:23](=[O:31])[NH:24][CH:25]3[CH2:28][C:27]([F:30])([F:29])[CH2:26]3)[CH:17]=2)C(=O)OC(C)(C)C)[CH2:3][CH2:2]1.[ClH:32].CO. Product: [ClH:32].[CH:1]1([CH2:4][NH:5][C@@H:13]2[CH2:15][C@H:14]2[C:16]2[CH:21]=[CH:20][C:19]([F:22])=[C:18]([CH:17]=2)[C:23]([NH:24][CH:25]2[CH2:28][C:27]([F:30])([F:29])[CH2:26]2)=[O:31])[CH2:3][CH2:2]1. The catalyst class is: 5. (3) Reactant: [F:1][C:2]1[CH:7]=[CH:6][CH:5]=[CH:4][C:3]=1[N:8]1[C:16]2[C:11](=[C:12]([N:17]3[CH2:24][C@@H:23]4[C@@H:19]([CH2:20][NH:21][CH2:22]4)[C:18]3=[O:25])[CH:13]=[CH:14][CH:15]=2)[CH:10]=[N:9]1.[F:26][C:27]1([F:33])[CH2:29][CH:28]1[C:30](O)=[O:31].C(N=C=NCCCN(C)C)C.ON=C(C#N)C(OCC)=O. Product: [F:26][C:27]1([F:33])[CH2:29][CH:28]1[C:30]([N:21]1[CH2:22][C@@H:23]2[CH2:24][N:17]([C:12]3[CH:13]=[CH:14][CH:15]=[C:16]4[C:11]=3[CH:10]=[N:9][N:8]4[C:3]3[CH:4]=[CH:5][CH:6]=[CH:7][C:2]=3[F:1])[C:18](=[O:25])[C@@H:19]2[CH2:20]1)=[O:31]. The catalyst class is: 17. (4) Reactant: [Cl:1][C:2]1[CH:3]=[C:4]([CH2:10][NH:11][C@H:12]2[CH2:17][CH2:16][N:15]([CH2:18][CH2:19][N:20]3[C:29]4[C:24](=[N:25][CH:26]=[C:27]([F:30])[CH:28]=4)[CH:23]=[CH:22][C:21]3=[O:31])[CH2:14][C@H:13]2[OH:32])[CH:5]=[N:6][C:7]=1[CH2:8][OH:9].Cl. Product: [ClH:1].[Cl:1][C:2]1[CH:3]=[C:4]([CH2:10][NH:11][C@H:12]2[CH2:17][CH2:16][N:15]([CH2:18][CH2:19][N:20]3[C:29]4[C:24](=[N:25][CH:26]=[C:27]([F:30])[CH:28]=4)[CH:23]=[CH:22][C:21]3=[O:31])[CH2:14][C@H:13]2[OH:32])[CH:5]=[N:6][C:7]=1[CH2:8][OH:9]. The catalyst class is: 2. (5) The catalyst class is: 8. Product: [NH2:23][C:12](=[O:13])[CH:11]([F:17])[CH:10]([P:5]([CH:4]([O:19][CH2:20][CH3:21])[O:3][CH2:1][CH3:2])(=[O:6])[O:7][CH2:8][CH3:9])[CH3:18]. Reactant: [CH2:1]([O:3][CH:4]([O:19][CH2:20][CH3:21])[P:5]([CH:10]([CH3:18])[CH:11]([F:17])[C:12](OCC)=[O:13])([O:7][CH2:8][CH3:9])=[O:6])[CH3:2].[OH-].[NH4+:23].